Dataset: Forward reaction prediction with 1.9M reactions from USPTO patents (1976-2016). Task: Predict the product of the given reaction. The product is: [CH2:8]([O:7][C:5](=[O:6])[C:4]#[C:3][C:2]([F:30])([F:31])[F:1])[CH3:9]. Given the reactants [F:1][C:2]([F:31])([F:30])[C:3](=O)[C:4](=P(C1C=CC=CC=1)(C1C=CC=CC=1)C1C=CC=CC=1)[C:5]([O:7][CH2:8][CH3:9])=[O:6].C(=O)([O-])[O-].[K+].[K+], predict the reaction product.